Dataset: Full USPTO retrosynthesis dataset with 1.9M reactions from patents (1976-2016). Task: Predict the reactants needed to synthesize the given product. The reactants are: [NH2:1][C:2]1[N:7]=[C:6]([NH:8][CH2:9][C:10]2[N:15]=[C:14]([N:16]3[CH2:20][CH2:19][CH2:18][C:17]3=[O:21])[CH:13]=[CH:12][CH:11]=2)[C:5]([NH2:22])=[C:4]([Cl:23])[N:3]=1.[N:24]([O-])=O.[Na+]. Given the product [NH2:1][C:2]1[N:3]=[C:4]([Cl:23])[C:5]2[N:22]=[N:24][N:8]([CH2:9][C:10]3[N:15]=[C:14]([N:16]4[CH2:20][CH2:19][CH2:18][C:17]4=[O:21])[CH:13]=[CH:12][CH:11]=3)[C:6]=2[N:7]=1, predict the reactants needed to synthesize it.